This data is from Forward reaction prediction with 1.9M reactions from USPTO patents (1976-2016). The task is: Predict the product of the given reaction. (1) Given the reactants [CH:1]1([C:6]2([CH3:14])[N:10]([CH3:11])[C:9](=[O:12])[NH:8][C:7]2=[O:13])[CH2:5][CH2:4][CH2:3][CH2:2]1.Br[CH2:16][C:17]([C:19]1[CH:24]=[CH:23][CH:22]=[C:21]([F:25])[CH:20]=1)=[O:18], predict the reaction product. The product is: [CH:1]1([C:6]2([CH3:14])[N:10]([CH3:11])[C:9](=[O:12])[N:8]([CH2:16][C:17]([C:19]3[CH:24]=[CH:23][CH:22]=[C:21]([F:25])[CH:20]=3)=[O:18])[C:7]2=[O:13])[CH2:2][CH2:3][CH2:4][CH2:5]1. (2) Given the reactants [F:1][C:2]1[CH:3]=[C:4]([CH:8]=[CH:9][C:10]=1[N:11]1[CH2:16][CH2:15][N:14]([CH3:17])[CH2:13][CH2:12]1)[C:5](O)=[O:6].C([N:20](CC)CC)C.ClC(OCC(C)C)=O.N, predict the reaction product. The product is: [F:1][C:2]1[CH:3]=[C:4]([CH:8]=[CH:9][C:10]=1[N:11]1[CH2:16][CH2:15][N:14]([CH3:17])[CH2:13][CH2:12]1)[C:5]([NH2:20])=[O:6]. (3) Given the reactants [C:1]([C:3]1[CH:8]=[CH:7][C:6]([CH:9]2[C:14]([C:15]([NH2:17])=O)=[C:13]([CH3:18])[N:12]([C:19]3[CH:24]=[CH:23][CH:22]=[C:21]([C:25]([F:28])([F:27])[F:26])[CH:20]=3)[C:11](=[O:29])[NH:10]2)=[C:5]([S:30]([CH2:33][CH3:34])(=[O:32])=[O:31])[CH:4]=1)#[N:2].[OH-].COC(NS([N+](CC)(CC)CC)(=O)=O)=O.O, predict the reaction product. The product is: [C:1]([C:3]1[CH:8]=[CH:7][C:6]([CH:9]2[C:14]([C:15]#[N:17])=[C:13]([CH3:18])[N:12]([C:19]3[CH:24]=[CH:23][CH:22]=[C:21]([C:25]([F:28])([F:27])[F:26])[CH:20]=3)[C:11](=[O:29])[NH:10]2)=[C:5]([S:30]([CH2:33][CH3:34])(=[O:32])=[O:31])[CH:4]=1)#[N:2]. (4) Given the reactants [S:1]1[CH:5]=[CH:4][CH:3]=[C:2]1[C:6]([NH:8][C:9]#[N:10])=[O:7].[ClH:11].[CH2:12]([O:19][C:20]1[CH:26]=[CH:25][C:23]([NH2:24])=[CH:22][CH:21]=1)[C:13]1[CH:18]=[CH:17][CH:16]=[CH:15][CH:14]=1, predict the reaction product. The product is: [ClH:11].[S:1]1[CH:5]=[CH:4][CH:3]=[C:2]1[C:6]([NH:8][C:9]([NH:24][C:23]1[CH:22]=[CH:21][C:20]([O:19][CH2:12][C:13]2[CH:14]=[CH:15][CH:16]=[CH:17][CH:18]=2)=[CH:26][CH:25]=1)=[NH:10])=[O:7].